From a dataset of Catalyst prediction with 721,799 reactions and 888 catalyst types from USPTO. Predict which catalyst facilitates the given reaction. (1) Reactant: [CH3:1][C:2]1[C:3]2[CH:4]=[CH:5][C:6]([O:13][CH2:14][CH2:15][CH2:16][CH:17]=O)=[N:7][C:8]=2[NH:9][C:10](=[O:12])[CH:11]=1.Cl.[Cl:20][C:21]1[C:26]([Cl:27])=[CH:25][CH:24]=[CH:23][C:22]=1[N:28]1[CH2:33][CH2:32][NH:31][CH2:30][CH2:29]1.C(N(CC)CC)C.C(O[BH-](OC(=O)C)OC(=O)C)(=O)C.[Na+]. Product: [Cl:20][C:21]1[C:26]([Cl:27])=[CH:25][CH:24]=[CH:23][C:22]=1[N:28]1[CH2:33][CH2:32][N:31]([CH2:17][CH2:16][CH2:15][CH2:14][O:13][C:6]2[N:7]=[C:8]3[C:3]([C:2]([CH3:1])=[CH:11][C:10](=[O:12])[NH:9]3)=[CH:4][CH:5]=2)[CH2:30][CH2:29]1. The catalyst class is: 26. (2) The catalyst class is: 17. Product: [C:1]([NH:9][C:10]1[C:11]2[N:12]=[CH:13][N:14]([C:32]=2[N:33]=[CH:34][N:35]=1)[C@@H:15]1[O:31][C@H:28]([CH2:29][O:30][C:44]([C:51]2[CH:56]=[CH:55][CH:54]=[CH:53][CH:52]=2)([C:45]2[CH:50]=[CH:49][CH:48]=[CH:47][CH:46]=2)[C:20]2[CH:21]=[CH:22][CH:23]=[C:18]([O:17][CH3:16])[C:19]=2[O:63][CH3:60])[C@@H:26]([OH:27])[C@H:16]1[O:17][C@@H:18]1[CH2:23][CH2:22][CH2:21][CH2:20][C@H:19]1[O:24][CH3:25])(=[O:8])[C:2]1[CH:3]=[CH:4][CH:5]=[CH:6][CH:7]=1. Reactant: [C:1]([NH:9][C:10]1[C:11]2[N:12]=[CH:13][N:14]([C:32]=2[N:33]=[CH:34][N:35]=1)[C@@H:15]1[O:31][C@H:28]([CH2:29][OH:30])[C@@H:26]([OH:27])[C@H:16]1[O:17][C@@H:18]1[CH2:23][CH2:22][CH2:21][CH2:20][C@H:19]1[O:24][CH3:25])(=[O:8])[C:2]1[CH:7]=[CH:6][CH:5]=[CH:4][CH:3]=1.COC1C=CC([C:44](Cl)([C:51]2[CH:56]=[CH:55][C:54](OC)=[CH:53][CH:52]=2)[C:45]2[CH:50]=[CH:49][CH:48]=[CH:47][CH:46]=2)=CC=1.[C:60](=[O:63])(O)[O-].[Na+]. (3) Reactant: [OH:1][C:2]1[CH:7]=[C:6]([C:8]([F:11])([F:10])[F:9])[CH:5]=[CH:4][C:3]=1[C:12]1[N:17]=[CH:16][N:15]=[C:14]([O:18][C:19]2[C:24]3[N:25]=[C:26]([NH:28][C:29](=[O:31])[CH3:30])[S:27][C:23]=3[CH:22]=[CH:21][CH:20]=2)[CH:13]=1.C(=O)([O-])[O-].[K+].[K+].[CH2:38](Br)[C:39]1[CH:44]=[CH:43][CH:42]=[CH:41][CH:40]=1. Product: [CH2:38]([O:1][C:2]1[CH:7]=[C:6]([C:8]([F:11])([F:9])[F:10])[CH:5]=[CH:4][C:3]=1[C:12]1[N:17]=[CH:16][N:15]=[C:14]([O:18][C:19]2[C:24]3[N:25]=[C:26]([NH:28][C:29](=[O:31])[CH3:30])[S:27][C:23]=3[CH:22]=[CH:21][CH:20]=2)[CH:13]=1)[C:39]1[CH:44]=[CH:43][CH:42]=[CH:41][CH:40]=1. The catalyst class is: 21.